From a dataset of Peptide-MHC class I binding affinity with 185,985 pairs from IEDB/IMGT. Regression. Given a peptide amino acid sequence and an MHC pseudo amino acid sequence, predict their binding affinity value. This is MHC class I binding data. (1) The peptide sequence is VIYRGTTFA. The MHC is HLA-A02:01 with pseudo-sequence HLA-A02:01. The binding affinity (normalized) is 0.322. (2) The peptide sequence is DTWHGFKNM. The MHC is HLA-A02:19 with pseudo-sequence HLA-A02:19. The binding affinity (normalized) is 0.0847. (3) The peptide sequence is IMTSTRTII. The MHC is HLA-A02:06 with pseudo-sequence HLA-A02:06. The binding affinity (normalized) is 0.140. (4) The peptide sequence is VQVPNAQLL. The MHC is H-2-Kb with pseudo-sequence H-2-Kb. The binding affinity (normalized) is 0.196. (5) The peptide sequence is MLNRYKLIY. The MHC is HLA-B15:01 with pseudo-sequence HLA-B15:01. The binding affinity (normalized) is 0.666. (6) The peptide sequence is AASLAGTHGL. The MHC is Patr-B0101 with pseudo-sequence Patr-B0101. The binding affinity (normalized) is 0.0439. (7) The peptide sequence is VTSLIAEI. The MHC is Mamu-A01 with pseudo-sequence Mamu-A01. The binding affinity (normalized) is 0.166.